Dataset: Forward reaction prediction with 1.9M reactions from USPTO patents (1976-2016). Task: Predict the product of the given reaction. (1) Given the reactants Br[C:2]1[CH:11]=[CH:10][CH:9]=[C:8]2[C:3]=1[CH2:4][CH2:5][O:6][CH2:7]2.[C:12]([N:19]1[CH2:24][CH2:23][NH:22][CH2:21][CH2:20]1)([O:14][C:15]([CH3:18])([CH3:17])[CH3:16])=[O:13].CC([O-])(C)C.[Na+], predict the reaction product. The product is: [C:15]([O:14][C:12]([N:19]1[CH2:24][CH2:23][N:22]([C:2]2[CH:11]=[CH:10][CH:9]=[C:8]3[C:3]=2[CH2:4][CH2:5][O:6][CH2:7]3)[CH2:21][CH2:20]1)=[O:13])([CH3:18])([CH3:16])[CH3:17]. (2) The product is: [CH2:34]([N:36]1[C:48]2[CH:47]=[CH:46][C:45]([NH:49][C:16]([C@@H:9]3[CH2:10][C:11](=[N:13][O:14][CH3:15])[CH2:12][N:8]3[C:6]([C:25]3[C:20](=[O:19])[O:21][C:22]([CH2:29][CH2:30][CH2:31][CH2:32][CH3:33])=[CH:23][CH:24]=3)=[O:7])=[O:18])=[CH:44][C:43]=2[C:42]2[C:37]1=[CH:38][CH:39]=[CH:40][CH:41]=2)[CH3:35]. Given the reactants C(O[C:6]([N:8]1[CH2:12][C:11](=[N:13][O:14][CH3:15])[CH2:10][C@H:9]1[C:16]([OH:18])=O)=[O:7])(C)(C)C.[O:19]=[C:20]1[C:25](C(O)=O)=[CH:24][CH:23]=[C:22]([CH2:29][CH2:30][CH2:31][CH2:32][CH3:33])[O:21]1.[CH2:34]([N:36]1[C:48]2[CH:47]=[CH:46][C:45]([NH2:49])=[CH:44][C:43]=2[C:42]2[C:37]1=[CH:38][CH:39]=[CH:40][CH:41]=2)[CH3:35], predict the reaction product. (3) The product is: [C:17]([C:19]1[CH:20]=[CH:21][C:1]([O:4][C:5]2[C:13]3[C:8](=[CH:9][CH:10]=[CH:11][CH:12]=3)[NH:7][CH:6]=2)=[CH:2][CH:24]=1)(=[O:18])[CH3:16]. Given the reactants [C:1]([O:4][C:5]1[C:13]2[C:8](=[CH:9][CH:10]=[CH:11][CH:12]=2)[NH:7][CH:6]=1)(=O)[CH3:2].[H-].[Na+].[CH3:16][C:17]([C:19]1[CH:24]=CC(F)=[CH:21][CH:20]=1)=[O:18].O, predict the reaction product. (4) Given the reactants [C:1]([N:5]1[CH:9]=[C:8]([CH2:10]O)[CH:7]=[N:6]1)([CH3:4])([CH3:3])[CH3:2].S(Cl)([Cl:14])=O, predict the reaction product. The product is: [ClH:14].[C:1]([N:5]1[CH:9]=[C:8]([CH2:10][Cl:14])[CH:7]=[N:6]1)([CH3:4])([CH3:3])[CH3:2]. (5) Given the reactants [CH3:10][C:8](N=N[C:8]([C:11]#[N:12])([CH3:10])C)([C:11]#[N:12])C.C1C(=O)N(Br)C(=O)C1.[CH3:21][C:22]1[CH:31]=[C:30]([N+:32]([O-:34])=[O:33])[CH:29]=[CH:28][C:23]=1[C:24]([O:26]C)=O.C1(N)CC1, predict the reaction product. The product is: [CH:11]1([N:12]2[CH2:21][C:22]3[C:23](=[CH:28][CH:29]=[C:30]([N+:32]([O-:34])=[O:33])[CH:31]=3)[C:24]2=[O:26])[CH2:8][CH2:10]1.